Dataset: Forward reaction prediction with 1.9M reactions from USPTO patents (1976-2016). Task: Predict the product of the given reaction. (1) Given the reactants Br[C:2]1[CH:7]=[CH:6][C:5]([C:8]2[N:9]=[C:10]([CH:18]3[CH2:21][CH2:20][CH2:19]3)[N:11]3[CH:16]=[CH:15][N:14]=[C:13]([NH2:17])[C:12]=23)=[CH:4][CH:3]=1.[F:22][C:23]1[CH:28]=[CH:27][C:26]([OH:29])=[CH:25][CH:24]=1.C([O-])([O-])=O.[Cs+].[Cs+].Cl.CN(C)CC(O)=O, predict the reaction product. The product is: [CH:18]1([C:10]2[N:11]3[CH:16]=[CH:15][N:14]=[C:13]([NH2:17])[C:12]3=[C:8]([C:5]3[CH:6]=[CH:7][C:2]([O:29][C:26]4[CH:27]=[CH:28][C:23]([F:22])=[CH:24][CH:25]=4)=[CH:3][CH:4]=3)[N:9]=2)[CH2:21][CH2:20][CH2:19]1. (2) The product is: [CH2:23]([NH:27][C:28]1[N:36]=[C:35]2[C:31]([N:32]=[C:33]([O:46][C:9]([O:11][CH2:12][CH3:13])=[O:10])[N:34]2[CH2:37][C:38]2[CH:39]=[N:40][C:41]([O:44][CH3:45])=[CH:42][CH:43]=2)=[C:30]([NH2:47])[N:29]=1)[CH2:24][CH2:25][CH3:26]. Given the reactants C(N(CC)CC)C.Cl[C:9]([O:11][CH2:12][CH3:13])=[O:10].CN(C1C=CC=CN=1)C.[CH2:23]([NH:27][C:28]1[N:36]=[C:35]2[C:31]([N:32]=[C:33]([OH:46])[N:34]2[CH2:37][C:38]2[CH:39]=[N:40][C:41]([O:44][CH3:45])=[CH:42][CH:43]=2)=[C:30]([NH2:47])[N:29]=1)[CH2:24][CH2:25][CH3:26], predict the reaction product. (3) Given the reactants [C:1]([O-:4])(=[O:3])[CH3:2].[C:5]([O-:8])(=[O:7])[CH3:6].[C:9]([O-:12])(=[O:11])[CH3:10].C([O-])(=O)C.[Pb+4:17].[CH2:18]([O:25][C:26]1[CH:31]=[C:30]([CH3:32])[C:29](B(O)O)=[C:28]([CH3:36])[CH:27]=1)[C:19]1[CH:24]=[CH:23][CH:22]=[CH:21][CH:20]=1.C(=O)([O-])[O-].[K+].[K+], predict the reaction product. The product is: [C:1]([O-:4])(=[O:3])[CH3:2].[C:5]([O-:8])(=[O:7])[CH3:6].[C:9]([O-:12])(=[O:11])[CH3:10].[CH2:18]([O:25][C:26]1[CH:31]=[C:30]([CH3:32])[C:29]([Pb+3:17])=[C:28]([CH3:36])[CH:27]=1)[C:19]1[CH:24]=[CH:23][CH:22]=[CH:21][CH:20]=1. (4) The product is: [ClH:36].[CH3:1][O:2][CH2:3][C@@H:4]([NH:12][C:13](=[O:35])[C@@H:14]([NH2:27])[C:15]1[CH:16]=[CH:17][C:18]([C:21]2[CH:26]=[CH:25][CH:24]=[CH:23][CH:22]=2)=[CH:19][CH:20]=1)[CH2:5][C:6]1[CH:7]=[CH:8][CH:9]=[CH:10][CH:11]=1. Given the reactants [CH3:1][O:2][CH2:3][C@@H:4]([NH:12][C:13](=[O:35])[C@@H:14]([NH:27]C(OC(C)(C)C)=O)[C:15]1[CH:20]=[CH:19][C:18]([C:21]2[CH:26]=[CH:25][CH:24]=[CH:23][CH:22]=2)=[CH:17][CH:16]=1)[CH2:5][C:6]1[CH:11]=[CH:10][CH:9]=[CH:8][CH:7]=1.[ClH:36], predict the reaction product. (5) Given the reactants [CH3:1][O:2][C:3](=[O:23])[C@H:4]([N:6]1[C:14]2[C:9](=[CH:10][C:11]([O:15]CC3C=CC=CC=3)=[CH:12][CH:13]=2)[CH:8]=[CH:7]1)[CH3:5].C([O-])=O.[NH4+], predict the reaction product. The product is: [CH3:1][O:2][C:3](=[O:23])[C@H:4]([N:6]1[C:14]2[C:9](=[CH:10][C:11]([OH:15])=[CH:12][CH:13]=2)[CH:8]=[CH:7]1)[CH3:5]. (6) Given the reactants F[B-](F)(F)F.[CH3:6][O:7][N:8]([C:10]1[N:15]=[C:14]([NH:16][CH2:17][CH2:18][CH3:19])[N:13]=[C:12]([N+:20]([CH3:23])(C)C)[N:11]=1)[CH3:9].S(O)(O)(=O)=O.[CH2:29](N)[C:30]#C.C(N)C#C.CS(C)=O.C(N(CC)C(C)C)(C)C, predict the reaction product. The product is: [CH3:6][O:7][N:8]([CH3:9])[C:10]1[N:11]=[C:12]([NH:20][CH2:23][CH2:29][CH3:30])[N:13]=[C:14]([NH:16][CH2:17][C:18]#[CH:19])[N:15]=1. (7) Given the reactants [CH2:1]([O:3][C:4](=[O:15])[CH2:5][N:6]1[CH:14]=[C:13]2[C:8]([N:9]=[CH:10][CH:11]=[CH:12]2)=[N:7]1)[CH3:2].C1C(=O)N([Cl:23])C(=O)C1, predict the reaction product. The product is: [CH2:1]([O:3][C:4](=[O:15])[CH2:5][N:6]1[C:14]([Cl:23])=[C:13]2[C:8]([N:9]=[CH:10][CH:11]=[CH:12]2)=[N:7]1)[CH3:2].